The task is: Regression. Given a peptide amino acid sequence and an MHC pseudo amino acid sequence, predict their binding affinity value. This is MHC class I binding data.. This data is from Peptide-MHC class I binding affinity with 185,985 pairs from IEDB/IMGT. (1) The peptide sequence is GVNDTEAHA. The MHC is HLA-B51:01 with pseudo-sequence HLA-B51:01. The binding affinity (normalized) is 0.0847. (2) The peptide sequence is CQLENQLTAM. The MHC is H-2-Db with pseudo-sequence H-2-Db. The binding affinity (normalized) is 0.302.